From a dataset of Forward reaction prediction with 1.9M reactions from USPTO patents (1976-2016). Predict the product of the given reaction. Given the reactants [C:1]([C:5]1[CH:10]=[CH:9][C:8]([C:11]2[O:15][C:14]([C:16]3[CH:24]=[CH:23][C:19]([C:20]([OH:22])=[O:21])=[CH:18][C:17]=3[N+:25]([O-])=O)=[N:13][N:12]=2)=[CH:7][CH:6]=1)([CH3:4])([CH3:3])[CH3:2], predict the reaction product. The product is: [NH2:25][C:17]1[CH:18]=[C:19]([CH:23]=[CH:24][C:16]=1[C:14]1[O:15][C:11]([C:8]2[CH:7]=[CH:6][C:5]([C:1]([CH3:4])([CH3:3])[CH3:2])=[CH:10][CH:9]=2)=[N:12][N:13]=1)[C:20]([OH:22])=[O:21].